Dataset: Forward reaction prediction with 1.9M reactions from USPTO patents (1976-2016). Task: Predict the product of the given reaction. (1) Given the reactants [CH3:1][O:2][C:3]1[CH:4]=[C:5]([NH:11][C:12]2[C:13]3[N:39]=[CH:38][S:37][C:14]=3[N:15]=[C:16]([C:18]3[CH:19]=[C:20](/[C:24](/[F:36])=[CH:25]/[C:26]4[CH:35]=[CH:34][C:29]([C:30]([O:32]C)=[O:31])=[CH:28][CH:27]=4)[CH:21]=[CH:22][CH:23]=3)[N:17]=2)[CH:6]=[CH:7][C:8]=1[O:9][CH3:10].[OH-].[Na+].Cl, predict the reaction product. The product is: [CH3:1][O:2][C:3]1[CH:4]=[C:5]([NH:11][C:12]2[C:13]3[N:39]=[CH:38][S:37][C:14]=3[N:15]=[C:16]([C:18]3[CH:19]=[C:20](/[C:24](/[F:36])=[CH:25]/[C:26]4[CH:35]=[CH:34][C:29]([C:30]([OH:32])=[O:31])=[CH:28][CH:27]=4)[CH:21]=[CH:22][CH:23]=3)[N:17]=2)[CH:6]=[CH:7][C:8]=1[O:9][CH3:10]. (2) Given the reactants [NH3:1].[F:2][C:3]([F:9])([F:8])[CH2:4][CH:5]1[CH2:7][O:6]1, predict the reaction product. The product is: [NH2:1][CH2:7][CH:5]([OH:6])[CH2:4][C:3]([F:9])([F:8])[F:2]. (3) Given the reactants [Cl:1][C:2]1[N:3]=[C:4]2[NH:11][C@:10]([CH3:16])([C:12]([F:15])([F:14])[F:13])[CH2:9][N:5]2[C:6](=[O:8])[CH:7]=1.[H-].[Na+].Br.Br[CH2:21][C:22]([C:24]1[CH:25]=[N:26][C:27]([CH3:30])=[CH:28][CH:29]=1)=[O:23], predict the reaction product. The product is: [Cl:1][C:2]1[N:3]=[C:4]2[N:11]([CH2:21][C:22]([C:24]3[CH:25]=[N:26][C:27]([CH3:30])=[CH:28][CH:29]=3)=[O:23])[C@:10]([CH3:16])([C:12]([F:13])([F:14])[F:15])[CH2:9][N:5]2[C:6](=[O:8])[CH:7]=1. (4) Given the reactants [C:1]([O:5][C:6](=[O:13])[NH:7][C@H:8]1[CH2:11][C@H:10]([NH2:12])[CH2:9]1)([CH3:4])([CH3:3])[CH3:2].Cl[C:15]1[C:20]([N+:21]([O-:23])=[O:22])=[CH:19][CH:18]=[CH:17][N:16]=1.C(=O)([O-])[O-].[K+].[K+], predict the reaction product. The product is: [C:1]([O:5][C:6](=[O:13])[NH:7][C@H:8]1[CH2:11][C@H:10]([NH:12][C:15]2[C:20]([N+:21]([O-:23])=[O:22])=[CH:19][CH:18]=[CH:17][N:16]=2)[CH2:9]1)([CH3:4])([CH3:2])[CH3:3]. (5) Given the reactants [NH2:1][C:2]1[N:11]=[C:10]([C:12]([N:14]2[CH2:22][C:21]3[C:16](=[CH:17][CH:18]=[CH:19][CH:20]=3)[CH2:15]2)=[O:13])[C:9]2[C:4](=[CH:5][CH:6]=[C:7]([C:23]3[CH:30]=[CH:29][CH:28]=[CH:27][C:24]=3[CH:25]=O)[CH:8]=2)[N:3]=1.[CH:31]1([NH2:35])[CH2:34][CH2:33][CH2:32]1.C(O)(=O)C.C(O[BH-](OC(=O)C)OC(=O)C)(=O)C.[Na+], predict the reaction product. The product is: [NH2:1][C:2]1[N:11]=[C:10]([C:12]([N:14]2[CH2:15][C:16]3[C:21](=[CH:20][CH:19]=[CH:18][CH:17]=3)[CH2:22]2)=[O:13])[C:9]2[C:4](=[CH:5][CH:6]=[C:7]([C:23]3[CH:30]=[CH:29][CH:28]=[CH:27][C:24]=3[CH2:25][NH:35][CH:31]3[CH2:34][CH2:33][CH2:32]3)[CH:8]=2)[N:3]=1.